Dataset: Catalyst prediction with 721,799 reactions and 888 catalyst types from USPTO. Task: Predict which catalyst facilitates the given reaction. Reactant: [C:1]1(B(O)O)[C:10]2[C:5](=[CH:6][CH:7]=[CH:8][CH:9]=2)[CH:4]=[CH:3][CH:2]=1.[F:14][C:15]1[CH:16]=[C:17]([CH:27]([NH:29][C:30]([C:32]2[N:33]=[C:34](Cl)[O:35][CH:36]=2)=[O:31])[CH3:28])[CH:18]=[C:19]([F:26])[C:20]=1[NH:21][S:22]([CH3:25])(=[O:24])=[O:23].C([O-])([O-])=O.[Cs+].[Cs+]. Product: [F:26][C:19]1[CH:18]=[C:17]([CH:27]([NH:29][C:30]([C:32]2[N:33]=[C:34]([C:1]3[C:10]4[C:5](=[CH:6][CH:7]=[CH:8][CH:9]=4)[CH:4]=[CH:3][CH:2]=3)[O:35][CH:36]=2)=[O:31])[CH3:28])[CH:16]=[C:15]([F:14])[C:20]=1[NH:21][S:22]([CH3:25])(=[O:24])=[O:23]. The catalyst class is: 235.